Binary Classification. Given a drug SMILES string, predict its activity (active/inactive) in a high-throughput screening assay against a specified biological target. From a dataset of SARS-CoV-2 main protease (3CLPro) crystallographic fragment screen with 879 compounds. (1) The compound is O=C(Nc1nnc[nH]1)c1cccnc1Cl. The result is 0 (inactive). (2) The compound is CCN(C)C(=O)c1cccc(N)c1. The result is 0 (inactive). (3) The compound is Fc1ccccc1CNc1cn[nH]c1. The result is 0 (inactive). (4) The drug is O=S1(=O)CCN1. The result is 0 (inactive). (5) The drug is CC(=O)NC(C(=O)O)C1CCOCC1. The result is 0 (inactive). (6) The drug is Oc1ccccc1CNc1nc2ccccc2[nH]1. The result is 1 (active). (7) The molecule is CN(C)Cc1nc(C2(N)CCCC2)no1. The result is 0 (inactive). (8) The compound is O=C(CCl)N1CCN(Cc2ccc(Cl)s2)CC1. The result is 1 (active). (9) The drug is O=C(CCl)Nc1cccnc1Cl. The result is 1 (active). (10) The drug is CN1CCN(C(=O)c2ccc(F)c(F)c2)CC1. The result is 0 (inactive).